Dataset: Reaction yield outcomes from USPTO patents with 853,638 reactions. Task: Predict the reaction yield, written as a fraction of the theoretical maximum amount of product (1.0 means a 100% yield; for example, 0.34 means a 34% yield). (1) The catalyst is CN(C=O)C.C(Cl)Cl. The product is [CH3:30][O:31][N:32]([CH3:33])[C:11]([C:7]1[CH:6]=[C:5]2[C:10](=[CH:9][CH:8]=1)[N:1]=[CH:2][CH:3]=[CH:4]2)=[O:13]. The yield is 0.952. The reactants are [N:1]1[C:10]2[C:5](=[CH:6][C:7]([C:11]([OH:13])=O)=[CH:8][CH:9]=2)[CH:4]=[CH:3][CH:2]=1.C(Cl)(=O)C(Cl)=O.CCN(C(C)C)C(C)C.Cl.[CH3:30][O:31][NH:32][CH3:33]. (2) The reactants are [NH2:1][C:2]1[N:7]=[CH:6][N:5]=[C:4]2[N:8]([CH:19]([C:21]3[O:22][C:23]4[C:28]([C:29](=[O:37])[C:30]=3[C:31]3[CH:36]=[CH:35][CH:34]=[CH:33][CH:32]=3)=[CH:27][CH:26]=[CH:25][CH:24]=4)[CH3:20])[N:9]=[C:10]([C:11]3[CH:16]=[CH:15][CH:14]=[C:13]([O:17]C)[CH:12]=3)[C:3]=12. The catalyst is ClCCl.B(Br)(Br)Br. The product is [NH2:1][C:2]1[N:7]=[CH:6][N:5]=[C:4]2[N:8]([CH:19]([C:21]3[O:22][C:23]4[C:28]([C:29](=[O:37])[C:30]=3[C:31]3[CH:32]=[CH:33][CH:34]=[CH:35][CH:36]=3)=[CH:27][CH:26]=[CH:25][CH:24]=4)[CH3:20])[N:9]=[C:10]([C:11]3[CH:16]=[CH:15][CH:14]=[C:13]([OH:17])[CH:12]=3)[C:3]=12. The yield is 0.560. (3) The reactants are [OH-:1].[Na+:2].C([OH:5])C.[CH:6]1[N:10]=[CH:9][N:8]([CH2:11][C:12]([P:18]([OH:21])([OH:20])=[O:19])([P:14]([OH:17])([OH:16])=[O:15])[OH:13])[CH:7]=1. The catalyst is O. The product is [CH:6]1[N:10]=[CH:9][N:8]([CH2:11][C:12]([P:14]([O-:17])([OH:16])=[O:15])([P:18]([O-:20])([OH:21])=[O:19])[OH:13])[CH:7]=1.[OH2:5].[OH2:1].[OH2:5].[OH2:5].[Na+:2].[Na+:2]. The yield is 0.980. (4) The reactants are Br[C:2]1[CH:7]=[C:6]([N+:8]([O-:10])=[O:9])[CH:5]=[C:4]([F:11])[C:3]=1[NH2:12].[CH3:13][C:14]([CH3:18])([CH3:17])[C:15]#[CH:16]. The catalyst is CCN(CC)CC.[Cu]I.Cl[Pd](Cl)([P](C1C=CC=CC=1)(C1C=CC=CC=1)C1C=CC=CC=1)[P](C1C=CC=CC=1)(C1C=CC=CC=1)C1C=CC=CC=1. The product is [CH3:13][C:14]([CH3:18])([CH3:17])[C:15]#[C:16][C:2]1[CH:7]=[C:6]([N+:8]([O-:10])=[O:9])[CH:5]=[C:4]([F:11])[C:3]=1[NH2:12]. The yield is 0.360. (5) The reactants are [C:1]12([C:9]3[C:18]4[NH:17][CH2:16][CH2:15][CH2:14][C:13]=4[NH:12][C:11](=O)[CH:10]=3)[CH2:8][CH2:7][C:4]([CH:5]=[CH:6]1)=[CH:3][CH2:2]2.CN(C=O)C.S(Cl)([Cl:27])=O. No catalyst specified. The product is [Cl:27][C:11]1[N:12]=[C:13]2[C:18](=[C:9]([C:1]34[CH2:8][CH2:7][C:4]([CH:5]=[CH:6]3)=[CH:3][CH2:2]4)[CH:10]=1)[NH:17][CH2:16][CH2:15][CH2:14]2. The yield is 0.660. (6) The reactants are F[P-](F)(F)(F)(F)F.N1(OC(N(C)C)=[N+](C)C)C2N=CC=CC=2N=N1.[F:25][C:26]1[CH:27]=[C:28]2[C:32](=[CH:33][CH:34]=1)[NH:31][C:30]([C:35]([OH:37])=O)=[CH:29]2.C(N(CC)C(C)C)(C)C.[NH2:47][C:48]1[CH:53]=[CH:52][C:51]([C:54]2[S:58][C:57]([N:59]=[C:60]([NH2:62])[NH2:61])=[N:56][C:55]=2[CH3:63])=[CH:50][CH:49]=1. The catalyst is CN(C)C=O. The product is [NH2:62][C:60]([NH:59][C:57]1[S:58][C:54]([C:51]2[CH:52]=[CH:53][C:48]([NH:47][C:35]([C:30]3[NH:31][C:32]4[C:28]([CH:29]=3)=[CH:27][C:26]([F:25])=[CH:34][CH:33]=4)=[O:37])=[CH:49][CH:50]=2)=[C:55]([CH3:63])[N:56]=1)=[NH:61]. The yield is 0.390. (7) The reactants are [NH2:1][C:2]1[CH:9]=[CH:8][CH:7]=[C:6](Br)[C:3]=1[C:4]#[N:5].[CH3:11][O:12][C:13]1[CH:14]=[C:15](B(O)O)[CH:16]=[CH:17][CH:18]=1.C(=O)([O-])[O-].[K+].[K+]. The catalyst is O1CCOCC1. The product is [NH2:1][C:2]1[CH:9]=[CH:8][CH:7]=[C:6]([C:17]2[CH:16]=[CH:15][CH:14]=[C:13]([O:12][CH3:11])[CH:18]=2)[C:3]=1[C:4]#[N:5]. The yield is 0.800. (8) The reactants are C([O:4][CH2:5][C@@H:6]1[C@@H:11]([O:12]C(=O)C)[C@H:10]([O:16]C(=O)C)[C@H:9]([O:20]C(=O)C)[C@@H:8]([CH2:24]/[CH:25]=[CH:26]/[C:27]2[CH:32]=[CH:31][C:30]([C:33]#[C:34][C@@H:35]3[C@@H:40]([OH:41])[C@@H:39]([OH:42])[C@H:38]([OH:43])[C@@H:37]([CH2:44][OH:45])[O:36]3)=[CH:29][CH:28]=2)[O:7]1)(=O)C.CO[Na]. The catalyst is CO. The product is [OH:4][CH2:5][C@@H:6]1[C@@H:11]([OH:12])[C@H:10]([OH:16])[C@H:9]([OH:20])[C@@H:8]([CH2:24]/[CH:25]=[CH:26]/[C:27]2[CH:28]=[CH:29][C:30]([C:33]#[C:34][C@@H:35]3[C@@H:40]([OH:41])[C@@H:39]([OH:42])[C@H:38]([OH:43])[C@@H:37]([CH2:44][OH:45])[O:36]3)=[CH:31][CH:32]=2)[O:7]1. The yield is 0.200. (9) The reactants are [C:1]([O:5][C:6]([CH:8]1[CH2:11][N:10]([CH2:12][C:13]2[CH:18]=[CH:17][C:16]([C:19]3[N:23]=[C:22]([C:24]4[O:28][N:27]=[C:26]([C:29]5[CH:34]=[CH:33][CH:32]=[CH:31][CH:30]=5)[C:25]=4[C:35]([OH:37])=O)[O:21][N:20]=3)=[CH:15][CH:14]=2)[CH2:9]1)=[O:7])([CH3:4])([CH3:3])[CH3:2].[F:38][C:39]([F:43])([F:42])[CH2:40][NH2:41].C1N(P(Cl)(N2C(=O)OCC2)=O)C(=O)OC1.CCN(CC)CC. The catalyst is CN(C=O)C. The product is [C:29]1([C:26]2[C:25]([C:35](=[O:37])[NH:41][CH2:40][C:39]([F:43])([F:42])[F:38])=[C:24]([C:22]3[O:21][N:20]=[C:19]([C:16]4[CH:17]=[CH:18][C:13]([CH2:12][N:10]5[CH2:11][CH:8]([C:6]([O:5][C:1]([CH3:3])([CH3:2])[CH3:4])=[O:7])[CH2:9]5)=[CH:14][CH:15]=4)[N:23]=3)[O:28][N:27]=2)[CH:34]=[CH:33][CH:32]=[CH:31][CH:30]=1. The yield is 0.517.